Dataset: Forward reaction prediction with 1.9M reactions from USPTO patents (1976-2016). Task: Predict the product of the given reaction. (1) Given the reactants [Cl:1][C:2]1[CH:7]=[C:6]([O:8][C:9]2[CH:14]=[CH:13][C:12]([Cl:15])=[CH:11][CH:10]=2)[CH:5]=[CH:4][C:3]=1[C:16]1[N:17]=[C:18]([NH2:21])[S:19][CH:20]=1.[Br:22][C:23]1[C:28]([F:29])=[CH:27][C:26]([S:30](Cl)(=[O:32])=[O:31])=[C:25]([F:34])[CH:24]=1, predict the reaction product. The product is: [Br:22][C:23]1[C:28]([F:29])=[CH:27][C:26]([S:30]([NH:21][C:18]2[S:19][CH:20]=[C:16]([C:3]3[CH:4]=[CH:5][C:6]([O:8][C:9]4[CH:14]=[CH:13][C:12]([Cl:15])=[CH:11][CH:10]=4)=[CH:7][C:2]=3[Cl:1])[N:17]=2)(=[O:31])=[O:32])=[C:25]([F:34])[CH:24]=1. (2) Given the reactants [Cl:1][C:2]1[CH:18]=[C:17]([Cl:19])[CH:16]=[CH:15][C:3]=1[CH2:4][NH:5][C:6](=[O:14])[C:7]1[CH:12]=[CH:11][C:10]([OH:13])=[N:9][CH:8]=1.[CH:20]1([CH2:23]Br)[CH2:22][CH2:21]1.C(=O)([O-])[O-].[K+].[K+], predict the reaction product. The product is: [Cl:1][C:2]1[CH:18]=[C:17]([Cl:19])[CH:16]=[CH:15][C:3]=1[CH2:4][NH:5][C:6]([C:7]1[CH:12]=[CH:11][C:10](=[O:13])[N:9]([CH2:23][CH:20]2[CH2:22][CH2:21]2)[CH:8]=1)=[O:14]. (3) Given the reactants [Cl:1][C:2]1[C:10]([C:11]([C:14]#[N:15])([CH3:13])[CH3:12])=[CH:9][CH:8]=[CH:7][C:3]=1[C:4]([OH:6])=O.CN(C)C=O.[NH2:21][C:22]1[CH:23]=[C:24]([CH:41]=[CH:42][C:43]=1[F:44])[O:25][C:26]1[N:31]=[C:30]2[S:32][C:33]([NH:35][C:36]([CH:38]3[CH2:40][CH2:39]3)=[O:37])=[N:34][C:29]2=[CH:28][CH:27]=1.O, predict the reaction product. The product is: [Cl:1][C:2]1[C:10]([C:11]([C:14]#[N:15])([CH3:13])[CH3:12])=[CH:9][CH:8]=[CH:7][C:3]=1[C:4]([NH:21][C:22]1[CH:23]=[C:24]([O:25][C:26]2[N:31]=[C:30]3[S:32][C:33]([NH:35][C:36]([CH:38]4[CH2:40][CH2:39]4)=[O:37])=[N:34][C:29]3=[CH:28][CH:27]=2)[CH:41]=[CH:42][C:43]=1[F:44])=[O:6].